This data is from Reaction yield outcomes from USPTO patents with 853,638 reactions. The task is: Predict the reaction yield, written as a fraction of the theoretical maximum amount of product (1.0 means a 100% yield; for example, 0.34 means a 34% yield). (1) The reactants are I[C:2]1[CH:7]=[CH:6][C:5]([S:8]([N:11]2[C:19]3[C:14](=[CH:15][CH:16]=[CH:17][CH:18]=3)[CH2:13][C@H:12]2[C:20]([OH:22])=[O:21])(=[O:10])=[O:9])=[CH:4][CH:3]=1.C(=O)([O-])[O-].[Na+].[Na+].[F:29][C:30]([F:41])([F:40])[C:31]1[CH:36]=[CH:35][CH:34]=[CH:33][C:32]=1B(O)O.Cl. The catalyst is COCCOC.O. The product is [F:29][C:30]([F:41])([F:40])[C:31]1[CH:36]=[CH:35][CH:34]=[CH:33][C:32]=1[C:2]1[CH:7]=[CH:6][C:5]([S:8]([N:11]2[C:19]3[C:14](=[CH:15][CH:16]=[CH:17][CH:18]=3)[CH2:13][C@H:12]2[C:20]([OH:22])=[O:21])(=[O:9])=[O:10])=[CH:4][CH:3]=1. The yield is 0.800. (2) The reactants are [CH3:1][C:2]1[O:6][N:5]=[C:4]([C:7]2[CH:12]=[CH:11][CH:10]=[CH:9][CH:8]=2)[C:3]=1[CH2:13][O:14][C:15]1[CH:23]=[CH:22][C:18]([C:19]([OH:21])=O)=[CH:17][N:16]=1.C(N(C(C)C)C(C)C)C.O.ON1C2C=CC=CC=2N=N1.F[B-](F)(F)F.N1(OC(N(C)C)=[N+](C)C)C2C=CC=CC=2N=N1.OC[NH:68][C:69](=[NH:71])[CH3:70]. The catalyst is CN(C=O)C.O. The product is [CH3:70][C:69]1[N:71]=[C:19]([C:18]2[CH:22]=[CH:23][C:15]([O:14][CH2:13][C:3]3[C:4]([C:7]4[CH:8]=[CH:9][CH:10]=[CH:11][CH:12]=4)=[N:5][O:6][C:2]=3[CH3:1])=[N:16][CH:17]=2)[O:21][N:68]=1. The yield is 0.690. (3) The reactants are [Br:1][C:2]1[CH:7]=[CH:6][N:5]=[C:4]2[NH:8][CH:9]=[CH:10][C:3]=12.ClC1C=CC=C(C(OO)=[O:19])C=1. The catalyst is C(OCC)C. The product is [Br:1][C:2]1[CH:7]=[CH:6][N+:5]([O-:19])=[C:4]2[NH:8][CH:9]=[CH:10][C:3]=12. The yield is 0.870. (4) The reactants are C([O:8][C:9]1[CH:17]=[C:16]([O:18]CC2C=CC=CC=2)[C:15]([CH:26]([CH3:28])[CH3:27])=[CH:14][C:10]=1[C:11](O)=O)C1C=CC=CC=1.C(Cl)(=O)C(Cl)=O.C[N:36]([CH:38]=[O:39])C.[CH3:40][O:41][C:42]1[CH:47]=[CH:46][C:45]([NH2:48])=[CH:44][C:43]=1[N:49]([CH3:53])[CH2:50][CH2:51][CH3:52].C([N:56](CC)CC)C. The catalyst is ClCCl.C1COCC1.O.C(OCC)(=O)C. The product is [OH:39][C:38]1[N:48]([C:45]2[CH:46]=[CH:47][C:42]([O:41][CH3:40])=[C:43]([N:49]([CH3:53])[CH2:50][CH2:51][CH3:52])[CH:44]=2)[C:11]([C:10]2[CH:14]=[C:15]([CH:26]([CH3:27])[CH3:28])[C:16]([OH:18])=[CH:17][C:9]=2[OH:8])=[N:56][N:36]=1. The yield is 0.930. (5) The catalyst is O. The yield is 0.630. The reactants are [C:1]([C:3]1[CH:8]=[CH:7][C:6]([CH2:9][C:10]([O:12][CH3:13])=[O:11])=[C:5]([CH3:14])[C:4]=1[F:15])#[N:2].CO[CH:18](OC)[N:19]([CH3:21])[CH3:20].[Cl-].[Li+]. The product is [C:1]([C:3]1[CH:8]=[CH:7][C:6]([C:9](=[CH:18][N:19]([CH3:21])[CH3:20])[C:10]([O:12][CH3:13])=[O:11])=[C:5]([CH3:14])[C:4]=1[F:15])#[N:2].